From a dataset of Catalyst prediction with 721,799 reactions and 888 catalyst types from USPTO. Predict which catalyst facilitates the given reaction. (1) Reactant: [CH3:1][O:2][CH2:3][CH2:4][O:5][C:6]1[CH:7]=[CH:8][C:9]2[O:13][C:12]([C:14](=[O:18])[CH:15]([CH3:17])[CH3:16])=[C:11]([CH3:19])[C:10]=2[CH:20]=1.[BH4-].[Na+]. Product: [CH3:1][O:2][CH2:3][CH2:4][O:5][C:6]1[CH:7]=[CH:8][C:9]2[O:13][C:12]([CH:14]([OH:18])[CH:15]([CH3:16])[CH3:17])=[C:11]([CH3:19])[C:10]=2[CH:20]=1. The catalyst class is: 83. (2) Reactant: [CH3:1][C:2]1([CH2:6][OH:7])[CH2:5][O:4][CH2:3]1.[C:8](N1C=CN=C1)(N1C=CN=C1)=[O:9].[CH3:20][N:21]([CH2:28][C:29]1[CH:34]=[CH:33][C:32]([C:35]2[CH:40]=[CH:39][C:38]([S:41]([CH3:44])(=[O:43])=[O:42])=[CH:37][CH:36]=2)=[CH:31][N:30]=1)[CH:22]1[CH2:27][CH2:26][NH:25][CH2:24][CH2:23]1. Product: [CH3:20][N:21]([CH2:28][C:29]1[CH:34]=[CH:33][C:32]([C:35]2[CH:40]=[CH:39][C:38]([S:41]([CH3:44])(=[O:43])=[O:42])=[CH:37][CH:36]=2)=[CH:31][N:30]=1)[CH:22]1[CH2:27][CH2:26][N:25]([C:8]([O:7][CH2:6][C:2]2([CH3:1])[CH2:5][O:4][CH2:3]2)=[O:9])[CH2:24][CH2:23]1. The catalyst class is: 10. (3) Reactant: [Cl:1][C:2]1[C:11]2[C:6](=[CH:7][CH:8]=[CH:9][CH:10]=2)[C:5]([O:12][C:13]([CH3:26])([CH3:25])[C:14]([NH:16][NH:17]C(OC(C)(C)C)=O)=[O:15])=[CH:4][CH:3]=1.C(OCC)(=O)C.Cl. Product: [ClH:1].[Cl:1][C:2]1[C:11]2[C:6](=[CH:7][CH:8]=[CH:9][CH:10]=2)[C:5]([O:12][C:13]([CH3:26])([CH3:25])[C:14]([NH:16][NH2:17])=[O:15])=[CH:4][CH:3]=1. The catalyst class is: 13. (4) Reactant: [OH2:1].[NH2:2][NH2:3].Cl[C:5]1[CH:12]=[CH:11][C:10]([N+:13]([O-])=O)=[CH:9][C:6]=1[C:7]#[N:8].[OH2:16]. Product: [N+:13]([C:10]1[CH:9]=[C:6]2[C:5](=[CH:12][CH:11]=1)[NH:3][N:2]=[C:7]2[NH2:8])([O-:16])=[O:1]. The catalyst class is: 17. (5) Reactant: Cl.[NH2:2][CH:3]([C:9]1[CH:14]=[CH:13][CH:12]=[CH:11][C:10]=1[F:15])[C:4]([O:6][CH2:7][CH3:8])=[O:5].[CH3:16][C:17]([O:20][C:21](O[C:21]([O:20][C:17]([CH3:19])([CH3:18])[CH3:16])=[O:22])=[O:22])([CH3:19])[CH3:18]. Product: [C:17]([O:20][C:21]([NH:2][CH:3]([C:9]1[CH:14]=[CH:13][CH:12]=[CH:11][C:10]=1[F:15])[C:4]([O:6][CH2:7][CH3:8])=[O:5])=[O:22])([CH3:19])([CH3:18])[CH3:16]. The catalyst class is: 2. (6) The catalyst class is: 10. Reactant: [CH3:1][O:2][C:3](=[O:14])[C:4]1[CH:9]=[CH:8][C:7](NC(=O)C)=[N:6][CH:5]=1.Cl[C:16]([F:21])([F:20])C([O-])=O.[Na+].C1OCCOCCOCCOCCOCC[O:25]C1.OS([O-])(=O)=O.[K+]. Product: [CH3:1][O:2][C:3]([C:4]1[CH:9]=[CH:8][C:7](=[O:25])[N:6]([CH:16]([F:21])[F:20])[CH:5]=1)=[O:14].